From a dataset of Full USPTO retrosynthesis dataset with 1.9M reactions from patents (1976-2016). Predict the reactants needed to synthesize the given product. Given the product [C:1]([O:4][C:5]1[C:10]([CH:11]([CH3:13])[CH3:12])=[CH:9][C:8]2[O:14][C:20]([CH3:22])([CH3:21])[CH2:19][C:7]=2[C:6]=1[CH:15]([CH3:17])[CH3:16])(=[O:3])[CH3:2], predict the reactants needed to synthesize it. The reactants are: [C:1]([O:4][C:5]1[C:10]([CH:11]([CH3:13])[CH3:12])=[CH:9][C:8]([OH:14])=[CH:7][C:6]=1[CH:15]([CH3:17])[CH3:16])(=[O:3])[CH3:2].Cl[CH2:19][C:20]([CH3:22])=[CH2:21].C(O)(=O)C.